From a dataset of Forward reaction prediction with 1.9M reactions from USPTO patents (1976-2016). Predict the product of the given reaction. (1) Given the reactants Cl.[CH3:2][N:3]1[CH2:15][C:5]2([C:13]3[C:8](=[CH:9][C:10]([OH:14])=[CH:11][CH:12]=3)[NH:7][CH2:6]2)[CH2:4]1.[Cl:16][C:17]1[C:22]([Cl:23])=[CH:21][N:20]=[C:19]([NH2:24])[N:18]=1, predict the reaction product. The product is: [ClH:16].[NH2:24][C:19]1[N:20]=[C:21]([N:7]2[C:8]3[C:13](=[CH:12][CH:11]=[C:10]([OH:14])[CH:9]=3)[C:5]3([CH2:4][N:3]([CH3:2])[CH2:15]3)[CH2:6]2)[C:22]([Cl:23])=[CH:17][N:18]=1. (2) The product is: [Cl:1][C:2]1[N:7]=[C:6]([NH:16][CH2:15][CH:11]2[CH2:12][CH2:13][CH2:14][O:10]2)[C:5]([CH3:9])=[CH:4][N:3]=1. Given the reactants [Cl:1][C:2]1[N:7]=[C:6](Cl)[C:5]([CH3:9])=[CH:4][N:3]=1.[O:10]1[CH2:14][CH2:13][CH2:12][CH:11]1[CH2:15][NH2:16].C(N(CC)CC)C, predict the reaction product. (3) The product is: [Cl:1][C:2]1[C:3]([NH:11][C:12]2[C:21]3[C:16](=[CH:17][C:18]([O:24][CH2:25][CH2:26][CH2:27][N:35]4[CH2:36][CH2:37][N:32]([CH2:29][C:30]#[CH:31])[CH2:33][CH2:34]4)=[C:19]([O:22][CH3:23])[CH:20]=3)[N:15]=[CH:14][N:13]=2)=[C:4]2[O:10][CH2:9][O:8][C:5]2=[N:6][CH:7]=1. Given the reactants [Cl:1][C:2]1[C:3]([NH:11][C:12]2[C:21]3[C:16](=[CH:17][C:18]([O:24][CH2:25][CH2:26][CH2:27]Cl)=[C:19]([O:22][CH3:23])[CH:20]=3)[N:15]=[CH:14][N:13]=2)=[C:4]2[O:10][CH2:9][O:8][C:5]2=[N:6][CH:7]=1.[CH2:29]([N:32]1[CH2:37][CH2:36][NH:35][CH2:34][CH2:33]1)[C:30]#[CH:31].[I-].[K+], predict the reaction product.